From a dataset of Drug-target binding data from BindingDB using IC50 measurements. Regression. Given a target protein amino acid sequence and a drug SMILES string, predict the binding affinity score between them. We predict pIC50 (pIC50 = -log10(IC50 in M); higher means more potent). Dataset: bindingdb_ic50. The compound is O=C(C[C@H]1O[C@H](CO)[C@H](O)[C@H](O)[C@H]1O)N[C@@H](Cc1cnc[nH]1)C(=O)NC[C@H]1O[C@@H](n2ccc(=O)[nH]c2=O)[C@H](O)[C@@H]1O. The target protein (O53585) has sequence MSELAASLLSRVILPRPGEPLDVRKLYLEESTTNARRAHAPTRTSLQIGAESEVSFATYFNAFPASYWRRWTTCKSVVLRVQVTGAGRVDVYRTKATGARIFVEGHDFTGTEDQPAAVETEVVLQPFEDGGWVWFDITTDTAVTLHSGGWYATSPAPGTANIAVGIPTFNRPADCVNALRELTADPLVDQVIGAVIVPDQGERKVRDHPDFPAAAARLGSRLSIHDQPNLGGSGGYSRVMYEALKNTDCQQILFMDDDIRLEPDSILRVLAMHRFAKAPMLVGGQMLNLQEPSHLHIMGEVVDRSIFMWTAAPHAEYDHDFAEYPLNDNNSRSKLLHRRIDVDYNGWWTCMIPRQVAEELGQPLPLFIKWDDADYGLRAAEHGYPTVTLPGAAIWHMAWSDKDDAIDWQAYFHLRNRLVVAAMHWDGPKAQVIGLVRSHLKATLKHLACLEYSTVAIQNKAIDDFLAGPEHIFSILESALPQVHRIRKSYPDAVVLPAAS.... The pIC50 is 3.5.